This data is from Reaction yield outcomes from USPTO patents with 853,638 reactions. The task is: Predict the reaction yield, written as a fraction of the theoretical maximum amount of product (1.0 means a 100% yield; for example, 0.34 means a 34% yield). (1) The reactants are C([O:3][C:4]([C:6]1[C:7]([C:12]2[CH:17]=[CH:16][C:15]([Cl:18])=[CH:14][CH:13]=2)=[N:8][O:9][C:10]=1[CH3:11])=O)C.C(OC(C1C(C2C=CC=C(F)C=2)=NOC=1C)=O)C. No catalyst specified. The product is [Cl:18][C:15]1[CH:14]=[CH:13][C:12]([C:7]2[C:6]([CH2:4][OH:3])=[C:10]([CH3:11])[O:9][N:8]=2)=[CH:17][CH:16]=1. The yield is 0.650. (2) The reactants are Br[C:2]1[CH:3]=[C:4]([C:11]([NH2:13])=[O:12])[N:5]([CH2:7][CH:8]2[CH2:10][CH2:9]2)[CH:6]=1.[CH3:14][C:15]1[C:16](B2OC(C)(C)C(C)(C)O2)=[CH:17][C:18]([NH:21][C:22](=[O:24])[CH3:23])=[N:19][CH:20]=1.C(=O)([O-])[O-].[Cs+].[Cs+]. The catalyst is O1CCOCC1.O.[Cl-].[Na+].O.C1C=CC([P]([Pd]([P](C2C=CC=CC=2)(C2C=CC=CC=2)C2C=CC=CC=2)([P](C2C=CC=CC=2)(C2C=CC=CC=2)C2C=CC=CC=2)[P](C2C=CC=CC=2)(C2C=CC=CC=2)C2C=CC=CC=2)(C2C=CC=CC=2)C2C=CC=CC=2)=CC=1. The product is [C:22]([NH:21][C:18]1[CH:17]=[C:16]([C:2]2[CH:3]=[C:4]([C:11]([NH2:13])=[O:12])[N:5]([CH2:7][CH:8]3[CH2:10][CH2:9]3)[CH:6]=2)[C:15]([CH3:14])=[CH:20][N:19]=1)(=[O:24])[CH3:23]. The yield is 0.530. (3) The reactants are Cl.[OH:2][CH:3]1[CH2:6][NH:5][CH2:4]1.C(N(CC)CC)C.[C:14](O[C:14]([O:16][C:17]([CH3:20])([CH3:19])[CH3:18])=[O:15])([O:16][C:17]([CH3:20])([CH3:19])[CH3:18])=[O:15]. The catalyst is CO. The product is [OH:2][CH:3]1[CH2:6][N:5]([C:14]([O:16][C:17]([CH3:20])([CH3:19])[CH3:18])=[O:15])[CH2:4]1. The yield is 0.930. (4) The product is [NH2:15][C:12]([CH3:14])([CH3:13])[C:11]([N:2]1[CH2:3][CH2:4][C:5]2[C:10](=[CH:9][CH:8]=[CH:7][CH:6]=2)[CH2:1]1)=[O:23]. The yield is 0.770. The catalyst is C(O)(C(F)(F)F)=O.C(Cl)Cl. The reactants are [CH2:1]1[C:10]2[C:5](=[CH:6][CH:7]=[CH:8][CH:9]=2)[CH2:4][CH2:3][N:2]1[C:11](=[O:23])[C:12]([NH:15]C(=O)OC(C)(C)C)([CH3:14])[CH3:13]. (5) The reactants are P(Cl)(Cl)(Cl)=O.[Br:6][C:7]1[CH:8]=[C:9]2[C:13](=[CH:14][C:15]=1[CH3:16])[NH:12][CH:11]=[CH:10]2.[OH-].[Na+].CN([CH:22]=[O:23])C. No catalyst specified. The product is [Br:6][C:7]1[CH:8]=[C:9]2[C:13](=[CH:14][C:15]=1[CH3:16])[NH:12][CH:11]=[C:10]2[CH:22]=[O:23]. The yield is 0.850.